This data is from Reaction yield outcomes from USPTO patents with 853,638 reactions. The task is: Predict the reaction yield, written as a fraction of the theoretical maximum amount of product (1.0 means a 100% yield; for example, 0.34 means a 34% yield). (1) The reactants are [Cl:1][C:2]1[CH:7]=[CH:6][C:5]([NH:8][C:9]([C:11]2[CH:12]=[C:13]([CH:25]=[CH:26][CH:27]=2)[CH2:14][S:15][CH2:16][CH2:17][C:18]([O:20]C(C)(C)C)=[O:19])=[O:10])=[C:4]([C:28](=[O:43])[NH:29][C:30]2[CH:34]=[CH:33][N:32]([C:35]3[CH:40]=[CH:39][C:38]([CH3:41])=[C:37]([CH3:42])[CH:36]=3)[N:31]=2)[CH:3]=1.FC(F)(F)C(O)=O. The catalyst is ClCCl. The product is [Cl:1][C:2]1[CH:7]=[CH:6][C:5]([NH:8][C:9]([C:11]2[CH:12]=[C:13]([CH:25]=[CH:26][CH:27]=2)[CH2:14][S:15][CH2:16][CH2:17][C:18]([OH:20])=[O:19])=[O:10])=[C:4]([C:28](=[O:43])[NH:29][C:30]2[CH:34]=[CH:33][N:32]([C:35]3[CH:40]=[CH:39][C:38]([CH3:41])=[C:37]([CH3:42])[CH:36]=3)[N:31]=2)[CH:3]=1. The yield is 0.270. (2) The reactants are [CH2:1]1[C:6]2=[CH:7][C:8]3[CH2:9][CH2:10][CH2:11][CH2:12][C:13]=3[N:5]2[CH2:4][CH2:3][N:2]1[C:14]1[N:21]=[CH:20][CH:19]=[C:18]([C:22]2[CH:27]=[C:26]([NH:28][C:29]3[CH:34]=[CH:33][C:32]([N:35]4[CH2:40][CH2:39][N:38]([CH:41]5[CH2:44][O:43][CH2:42]5)[CH2:37][C@@H:36]4[CH3:45])=[CH:31][N:30]=3)[C:25](=[O:46])[N:24]([CH3:47])[CH:23]=2)[C:15]=1[CH:16]=[O:17].[BH4-].[Na+].CO. The catalyst is ClCCl. The product is [CH2:1]1[C:6]2=[CH:7][C:8]3[CH2:9][CH2:10][CH2:11][CH2:12][C:13]=3[N:5]2[CH2:4][CH2:3][N:2]1[C:14]1[C:15]([CH2:16][OH:17])=[C:18]([C:22]2[CH:27]=[C:26]([NH:28][C:29]3[CH:34]=[CH:33][C:32]([N:35]4[CH2:40][CH2:39][N:38]([CH:41]5[CH2:42][O:43][CH2:44]5)[CH2:37][C@@H:36]4[CH3:45])=[CH:31][N:30]=3)[C:25](=[O:46])[N:24]([CH3:47])[CH:23]=2)[CH:19]=[CH:20][N:21]=1. The yield is 0.100.